Dataset: Forward reaction prediction with 1.9M reactions from USPTO patents (1976-2016). Task: Predict the product of the given reaction. (1) Given the reactants C(N(CC)CC)C.Cl[C:9]1[N:10]=[N:11][C:12]([C:15]2[CH:20]=[CH:19][C:18]([C:21]([CH3:39])([C:25]3[CH:30]=[CH:29][C:28]([O:31][CH2:32][C:33]4[CH:38]=[CH:37][CH:36]=[CH:35][N:34]=4)=[CH:27][CH:26]=3)[CH:22]([CH3:24])[CH3:23])=[CH:17][CH:16]=2)=[CH:13][CH:14]=1.[CH3:40][OH:41].[C]=O.CN([CH:47]=[O:48])C, predict the reaction product. The product is: [CH3:39][C:21]([C:18]1[CH:19]=[CH:20][C:15]([C:12]2[N:11]=[N:10][C:9]([C:40]([O:48][CH3:47])=[O:41])=[CH:14][CH:13]=2)=[CH:16][CH:17]=1)([C:25]1[CH:30]=[CH:29][C:28]([O:31][CH2:32][C:33]2[CH:38]=[CH:37][CH:36]=[CH:35][N:34]=2)=[CH:27][CH:26]=1)[CH:22]([CH3:24])[CH3:23]. (2) The product is: [Cl:13][C:14]1[CH:15]=[C:16]([CH:30]=[CH:31][C:32]=1[Cl:33])[CH2:17][N:18]1[CH2:23][CH2:22][N:21]([CH2:24][CH:25]([C:5]2([CH:10]=[CH:11][CH:12]=[C:3]([O:2][CH3:1])[CH2:4]2)[CH2:6][NH:7][C:8]([NH2:41])=[S:9])[CH:26]([CH3:28])[CH3:27])[CH2:20][CH2:19]1. Given the reactants [CH3:1][O:2][C:3]1[CH:4]=[C:5]([CH:10]=[CH:11][CH:12]=1)[CH2:6][N:7]=[C:8]=[S:9].[Cl:13][C:14]1[CH:15]=[C:16]([CH:30]=[CH:31][C:32]=1[Cl:33])[CH2:17][N:18]1[CH2:23][CH2:22][N:21]([CH2:24][CH:25](N)[CH:26]([CH3:28])[CH3:27])[CH2:20][CH2:19]1.C([NH:41][C@H](C(O)=O)C(C)C)(OC(C)(C)C)=O, predict the reaction product. (3) Given the reactants [CH2:1]([O:5][CH:6]([O:8][NH:9][C:10]([C:12]1[CH:13]=[N:14][C:15]([N:18]2[CH2:23][CH:22]3[CH:20]([CH:21]3[NH:24][CH2:25][C:26]3[CH:35]=[CH:34][C:33]4[C:28](=[CH:29][CH:30]=[CH:31][CH:32]=4)[CH:27]=3)[CH2:19]2)=[N:16][CH:17]=1)=[O:11])[CH3:7])[CH:2]([CH3:4])[CH3:3].[H-].[Na+].Br[CH2:39][CH2:40][N:41]([CH2:44][CH3:45])[CH2:42][CH3:43], predict the reaction product. The product is: [CH2:1]([O:5][CH:6]([O:8][NH:9][C:10]([C:12]1[CH:13]=[N:14][C:15]([N:18]2[CH2:19][CH:20]3[CH:22]([CH:21]3[N:24]([CH2:39][CH2:40][N:41]([CH2:44][CH3:45])[CH2:42][CH3:43])[CH2:25][C:26]3[CH:35]=[CH:34][C:33]4[C:28](=[CH:29][CH:30]=[CH:31][CH:32]=4)[CH:27]=3)[CH2:23]2)=[N:16][CH:17]=1)=[O:11])[CH3:7])[CH:2]([CH3:4])[CH3:3]. (4) Given the reactants [CH3:1][C:2]1[CH:22]=[CH:21][C:5]2[N:6]=[C:7]([C:11]3[CH:16]=[CH:15][CH:14]=[CH:13][C:12]=3[O:17]C(=O)C)O[C:9](=[O:10])[C:4]=2[CH:3]=1.[CH2:23]([NH2:31])[CH2:24][C:25]1[CH:30]=[CH:29][CH:28]=[CH:27][CH:26]=1, predict the reaction product. The product is: [OH:17][C:12]1[CH:13]=[CH:14][CH:15]=[CH:16][C:11]=1[C:7]1[N:31]([CH2:23][CH2:24][C:25]2[CH:30]=[CH:29][CH:28]=[CH:27][CH:26]=2)[C:9](=[O:10])[C:4]2[C:5](=[CH:21][CH:22]=[C:2]([CH3:1])[CH:3]=2)[N:6]=1. (5) The product is: [CH3:33][CH:34]([CH3:71])[C@H:35]([N:40]1[CH2:48][C:47]2[C:42](=[CH:43][C:44]([C:49]3[CH:54]=[CH:53][C:52]([NH:55][C:56]([C:58]4[N:59]=[C:60]([C:64]5[CH:65]=[CH:66][CH:67]=[CH:68][CH:69]=5)[O:61][C:62]=4[CH3:63])=[O:57])=[CH:51][N:50]=3)=[CH:45][CH:46]=2)[C:41]1=[O:70])[C:36]([OH:38])=[O:37]. Given the reactants C(NC1C=CC(C2C=C3C(CN([C@@H](C(C)C)C(O)=O)C3=O)=CC=2)=CC=1)(=O)C1C=CC=CC=1.[CH3:33][CH:34]([CH3:71])[C@H:35]([N:40]1[CH2:48][C:47]2[C:42](=[CH:43][C:44]([C:49]3[CH:54]=[CH:53][C:52]([NH:55][C:56]([C:58]4[N:59]=[C:60]([C:64]5[CH:69]=[CH:68][CH:67]=[CH:66][CH:65]=5)[O:61][C:62]=4[CH3:63])=[O:57])=[CH:51][N:50]=3)=[CH:45][CH:46]=2)[C:41]1=[O:70])[C:36]([O:38]C)=[O:37], predict the reaction product. (6) Given the reactants Br[C:2]1[CH:3]=[CH:4][C:5]([NH:13][C:14]2[C:19]([C:20]([F:23])([F:22])[F:21])=[CH:18][N:17]=[C:16]([NH:24][C:25]3[CH:39]=[CH:38][C:28]([CH2:29][P:30](=[O:37])([O:34][CH2:35][CH3:36])[O:31][CH2:32][CH3:33])=[CH:27][CH:26]=3)[N:15]=2)=[C:6]2[C:10]=1[CH2:9][N:8]([CH3:11])[C:7]2=[O:12].[CH3:40][O:41][CH2:42][CH2:43][N:44]1[CH:48]=[C:47](B2OC(C)(C)C(C)(C)O2)[CH:46]=[N:45]1.C(=O)([O-])[O-].[K+].[K+].ClCCl, predict the reaction product. The product is: [CH3:40][O:41][CH2:42][CH2:43][N:44]1[CH:48]=[C:47]([C:2]2[CH:3]=[CH:4][C:5]([NH:13][C:14]3[C:19]([C:20]([F:21])([F:22])[F:23])=[CH:18][N:17]=[C:16]([NH:24][C:25]4[CH:39]=[CH:38][C:28]([CH2:29][P:30](=[O:37])([O:34][CH2:35][CH3:36])[O:31][CH2:32][CH3:33])=[CH:27][CH:26]=4)[N:15]=3)=[C:6]3[C:10]=2[CH2:9][N:8]([CH3:11])[C:7]3=[O:12])[CH:46]=[N:45]1. (7) Given the reactants [OH:1][CH2:2][C:3]1[CH:8]=[CH:7][C:6]([S:9][C:10]2[CH:11]=[N:12][CH:13]=[C:14]([CH:17]=2)[C:15]#[N:16])=[CH:5][CH:4]=1.[CH2:18]([C:20]1[C:21]([OH:30])=[C:22]([C:27](=[O:29])[CH3:28])[CH:23]=[CH:24][C:25]=1O)[CH3:19], predict the reaction product. The product is: [C:27]([C:22]1[CH:23]=[CH:24][C:25]([O:1][CH2:2][C:3]2[CH:4]=[CH:5][C:6]([S:9][C:10]3[CH:11]=[N:12][CH:13]=[C:14]([CH:17]=3)[C:15]#[N:16])=[CH:7][CH:8]=2)=[C:20]([CH2:18][CH3:19])[C:21]=1[OH:30])(=[O:29])[CH3:28]. (8) The product is: [OH:15][CH:12]1[CH2:11][CH2:10][C:9]([C:5]2[CH:6]=[CH:7][CH:8]=[C:3]([O:2][CH3:1])[CH:4]=2)([C:16]#[N:17])[CH2:14][CH2:13]1. Given the reactants [CH3:1][O:2][C:3]1[CH:4]=[C:5]([C:9]2([C:16]#[N:17])[CH2:14][CH2:13][C:12](=[O:15])[CH2:11][CH2:10]2)[CH:6]=[CH:7][CH:8]=1.[BH4-].[Na+].[Cl-].[NH4+], predict the reaction product. (9) Given the reactants CN(C(ON1N=NC2C=CC=NC1=2)=[N+](C)C)C.F[P-](F)(F)(F)(F)F.[F:25][C:26]1[CH:31]=[CH:30][CH:29]=[CH:28][C:27]=1[N:32]1[C:40]2[C:35](=[C:36]([N:41]3[CH2:45][CH2:44][N:43]([CH2:46][C:47](O)=[O:48])[C:42]3=[O:50])[CH:37]=[CH:38][CH:39]=2)[CH:34]=[N:33]1.Cl.[F:52][C@@H:53]1[CH2:58][CH2:57][CH2:56][NH:55][CH2:54]1, predict the reaction product. The product is: [F:25][C:26]1[CH:31]=[CH:30][CH:29]=[CH:28][C:27]=1[N:32]1[C:40]2[C:35](=[C:36]([N:41]3[CH2:45][CH2:44][N:43]([CH2:46][C:47]([N:55]4[CH2:56][CH2:57][CH2:58][C@@H:53]([F:52])[CH2:54]4)=[O:48])[C:42]3=[O:50])[CH:37]=[CH:38][CH:39]=2)[CH:34]=[N:33]1. (10) The product is: [CH:6]1[C:7]2[C:12](=[CH:11][CH:10]=[CH:9][CH:8]=2)[CH:13]=[CH:14][C:5]=1[C@:3]1([OH:4])[O:50][CH2:49][C:48]([CH3:52])([CH3:51])[NH:47][C@H:2]1[CH3:15]. Given the reactants O[C@H:2]([CH3:15])[C:3]([C:5]1[CH:14]=[CH:13][C:12]2[C:7](=[CH:8][CH:9]=[CH:10][CH:11]=2)[CH:6]=1)=[O:4].CN(C1C2C(N(C)C)=CC=CC=2C=CC=1)C.S(OS(C(F)(F)F)(=O)=O)(C(F)(F)F)(=O)=O.[NH2:47][C:48]([CH3:52])([CH3:51])[CH2:49][OH:50], predict the reaction product.